From a dataset of Retrosynthesis with 50K atom-mapped reactions and 10 reaction types from USPTO. Predict the reactants needed to synthesize the given product. (1) Given the product CCOC(=O)[C@@H](CNC(C)=O)NC(=O)OCc1ccccc1, predict the reactants needed to synthesize it. The reactants are: CC(=O)NC[C@@H](NC(=O)OCc1ccccc1)C(=O)O.CCI. (2) The reactants are: CC(C)(C)OC(=O)NC[C@H](O)C[C@@H]1NC(=O)[C@@H](NC(=O)OC(C)(C)C)Cc2cc(ccc2O)-c2ccc(O)c(c2)C[C@@H](C(=O)O)NC1=O.NCc1ccccc1. Given the product CC(C)(C)OC(=O)NC[C@H](O)C[C@@H]1NC(=O)[C@@H](NC(=O)OC(C)(C)C)Cc2cc(ccc2O)-c2ccc(O)c(c2)C[C@@H](C(=O)NCc2ccccc2)NC1=O, predict the reactants needed to synthesize it. (3) Given the product CC(C)(C)OC(=O)[C@H](CCN(CC=Cc1ccccc1[N+](=O)[O-])C[C@H]1O[C@@H](n2cnc3c(N)ncnc32)[C@@H]2OC(C)(C)O[C@H]12)NC(=O)OCc1ccccc1, predict the reactants needed to synthesize it. The reactants are: CC(C)(C)OC(=O)[C@H](CCNC[C@H]1O[C@@H](n2cnc3c(N)ncnc32)[C@@H]2OC(C)(C)O[C@H]12)NC(=O)OCc1ccccc1.O=C/C=C/c1ccccc1[N+](=O)[O-].